Dataset: Forward reaction prediction with 1.9M reactions from USPTO patents (1976-2016). Task: Predict the product of the given reaction. (1) Given the reactants CC(OC([N:8]1[CH2:13][CH2:12][O:11][CH:10]([C:14]([OH:16])=O)[CH2:9]1)=O)(C)C.CCN=C=NCCCN(C)C.[CH:28]1[CH:29]=[CH:30][C:31]2N(O)N=[N:34][C:32]=2[CH:33]=1.NC1C=CC=CC=1, predict the reaction product. The product is: [C:32]1([NH:34][C:14]([CH:10]2[O:11][CH2:12][CH2:13][NH:8][CH2:9]2)=[O:16])[CH:33]=[CH:28][CH:29]=[CH:30][CH:31]=1. (2) Given the reactants F[C:2]1[CH:9]=[CH:8][C:7]([C:10]2[N:15]=[C:14]([NH:16][C:17]3[CH:22]=[CH:21][C:20]([N:23]4[CH2:28][CH2:27][N:26]([CH:29]5[CH2:32][O:31][CH2:30]5)[CH2:25][CH2:24]4)=[C:19]([CH3:33])[CH:18]=3)[N:13]=[CH:12][N:11]=2)=[CH:6][C:3]=1[C:4]#[N:5].C(N(CC)C(C)C)(C)C.[CH3:43][C@@H:44]1[NH:48][CH2:47][C@H:46]([OH:49])[CH2:45]1, predict the reaction product. The product is: [OH:49][C@H:46]1[CH2:47][N:48]([C:2]2[CH:9]=[CH:8][C:7]([C:10]3[N:15]=[C:14]([NH:16][C:17]4[CH:22]=[CH:21][C:20]([N:23]5[CH2:28][CH2:27][N:26]([CH:29]6[CH2:32][O:31][CH2:30]6)[CH2:25][CH2:24]5)=[C:19]([CH3:33])[CH:18]=4)[N:13]=[CH:12][N:11]=3)=[CH:6][C:3]=2[C:4]#[N:5])[C@@H:44]([CH3:43])[CH2:45]1.